From a dataset of Forward reaction prediction with 1.9M reactions from USPTO patents (1976-2016). Predict the product of the given reaction. (1) Given the reactants [NH:1]1[CH2:6][CH2:5][CH:4]([OH:7])[CH2:3][CH2:2]1.[N:8]([O-])=[O:9].[Na+].C(O)(=O)C.C([O-])([O-])=O.[Na+].[Na+], predict the reaction product. The product is: [N:8]([N:1]1[CH2:6][CH2:5][CH:4]([OH:7])[CH2:3][CH2:2]1)=[O:9]. (2) Given the reactants Cl.[CH3:2][C:3]1[S:12][C:11]2[NH:10][C:9]3[CH:13]=[CH:14][CH:15]=[CH:16][C:8]=3[N:7]=[C:6]([NH2:17])[C:5]=2[CH:4]=1.[F:18][C:19]1[CH:24]=[C:23]([F:25])[CH:22]=[CH:21][C:20]=1[CH2:26][CH2:27][C@H:28]1[CH2:33]N[CH2:31][CH2:30][NH:29]1.C(N(CC)C(C)C)(C)C.CS(C)=O, predict the reaction product. The product is: [F:18][C:19]1[CH:24]=[C:23]([F:25])[CH:22]=[CH:21][C:20]=1[CH2:26][CH2:27][C@@H:28]1[NH:29][CH2:30][CH2:31][N:17]([C:6]2[C:5]3[CH:4]=[C:3]([CH3:2])[S:12][C:11]=3[NH:10][C:9]3[CH:13]=[CH:14][CH:15]=[CH:16][C:8]=3[N:7]=2)[CH2:33]1. (3) Given the reactants [C:1]1([CH:7]([C:13]2[CH:18]=[CH:17][CH:16]=[CH:15][CH:14]=2)[C:8]([N:10]=[C:11]=[O:12])=[O:9])[CH:6]=[CH:5][CH:4]=[CH:3][CH:2]=1.[F:19][C:20]([F:24])([F:23])[CH2:21][OH:22], predict the reaction product. The product is: [F:19][C:20]([F:24])([F:23])[CH2:21][O:22][C:11](=[O:12])[NH:10][C:8](=[O:9])[CH:7]([C:1]1[CH:6]=[CH:5][CH:4]=[CH:3][CH:2]=1)[C:13]1[CH:18]=[CH:17][CH:16]=[CH:15][CH:14]=1.